This data is from Forward reaction prediction with 1.9M reactions from USPTO patents (1976-2016). The task is: Predict the product of the given reaction. (1) Given the reactants C([N:4]1[C@H:9]([CH3:10])[CH2:8][N:7]([C@H:11]([C:18]2[CH:30]=[CH:29][C:21]([C:22]([N:24]([CH2:27][CH3:28])[CH2:25][CH3:26])=[O:23])=[CH:20][CH:19]=2)[C:12]2[CH:17]=[CH:16][CH:15]=[CH:14][CH:13]=2)[C@@H:6]([CH3:31])[CH2:5]1)C=C.C(O)(=O)C1C(=CC=CC=1)S.C1(P(C2C=CC=CC=2)CCCCP(C2C=CC=CC=2)C2C=CC=CC=2)C=CC=CC=1, predict the reaction product. The product is: [CH3:31][C@H:6]1[CH2:5][NH:4][C@H:9]([CH3:10])[CH2:8][N:7]1[C@H:11]([C:18]1[CH:19]=[CH:20][C:21]([C:22]([N:24]([CH2:27][CH3:28])[CH2:25][CH3:26])=[O:23])=[CH:29][CH:30]=1)[C:12]1[CH:13]=[CH:14][CH:15]=[CH:16][CH:17]=1. (2) Given the reactants [CH2:1]([O:3][C@H:4]([C:17]([O:19][CH2:20][CH3:21])=[O:18])[CH2:5][C:6]1[CH:16]=[CH:15][C:9]([O:10][CH2:11][C:12]([OH:14])=O)=[CH:8][CH:7]=1)[CH3:2].[C:22]([C:26]1[CH:41]=[CH:40][C:29]([CH2:30][NH:31][CH2:32][C:33]2[CH:38]=[CH:37][C:36]([Cl:39])=[CH:35][CH:34]=2)=[CH:28][CH:27]=1)([CH3:25])([CH3:24])[CH3:23].C(N(CC)C(C)C)(C)C.F[B-](F)(F)F.N1(OC(N(C)C)=[N+](C)C)C2C=CC=CC=2N=N1, predict the reaction product. The product is: [C:22]([C:26]1[CH:41]=[CH:40][C:29]([CH2:30][N:31]([CH2:32][C:33]2[CH:34]=[CH:35][C:36]([Cl:39])=[CH:37][CH:38]=2)[C:12](=[O:14])[CH2:11][O:10][C:9]2[CH:8]=[CH:7][C:6]([CH2:5][C@H:4]([O:3][CH2:1][CH3:2])[C:17]([O:19][CH2:20][CH3:21])=[O:18])=[CH:16][CH:15]=2)=[CH:28][CH:27]=1)([CH3:25])([CH3:23])[CH3:24]. (3) Given the reactants [CH3:1][C:2]1[C:31]([CH3:32])=[CH:30][CH:29]=[CH:28][C:3]=1[O:4][CH2:5][CH2:6][CH2:7][C:8]([N:10]1[C:19]2[C:14](=[C:15](C3C=CC(CO)=CC=3)[CH:16]=[CH:17][CH:18]=2)[CH2:13][CH2:12][CH2:11]1)=[O:9].OCC1C=CC(B(O)O)=CC=1.CC1(C)C(C)(C)OB([C:52]2[CH:53]=[C:54]([CH:64]=[CH:65][CH:66]=2)[CH2:55][NH:56][C:57](=[O:63])[O:58][C:59]([CH3:62])([CH3:61])[CH3:60])O1, predict the reaction product. The product is: [CH3:1][C:2]1[C:31]([CH3:32])=[CH:30][CH:29]=[CH:28][C:3]=1[O:4][CH2:5][CH2:6][CH2:7][C:8]([N:10]1[C:19]2[C:14](=[C:15]([C:52]3[CH:53]=[C:54]([CH:64]=[CH:65][CH:66]=3)[CH2:55][NH:56][C:57](=[O:63])[O:58][C:59]([CH3:60])([CH3:61])[CH3:62])[CH:16]=[CH:17][CH:18]=2)[CH2:13][CH2:12][CH2:11]1)=[O:9].